Task: Predict which catalyst facilitates the given reaction.. Dataset: Catalyst prediction with 721,799 reactions and 888 catalyst types from USPTO (1) Product: [Br:1][C:2]1[C:7]2[C:8](=[O:14])[NH:9][CH2:10][O:11][C:6]=2[C:5]([O:15][CH3:16])=[CH:4][CH:3]=1. The catalyst class is: 11. Reactant: [Br:1][C:2]1[C:7]2[C:8](=[O:14])[N:9](CO)[CH2:10][O:11][C:6]=2[C:5]([O:15][CH3:16])=[CH:4][CH:3]=1. (2) Reactant: C(N(CC)CC)C.CC1C=CC(S(O)(=O)=O)=CC=1.[Cl:19][C:20]1[CH:25]=[CH:24][C:23]([C:26](=[C:28]2[CH2:33][CH2:32][NH:31][CH2:30][CH2:29]2)[CH3:27])=[CH:22][CH:21]=1.ClC1C=C(C=CC=1Cl)NCC1CCN([S:46]([C:49]2[C:50]([CH3:56])=[N:51][N:52](C)[C:53]=2[CH3:54])(=[O:48])=[O:47])CC1. Product: [Cl:19][C:20]1[CH:25]=[CH:24][C:23]([C:26](=[C:28]2[CH2:29][CH2:30][N:31]([S:46]([C:49]3[C:50]([CH3:56])=[N:51][NH:52][C:53]=3[CH3:54])(=[O:48])=[O:47])[CH2:32][CH2:33]2)[CH3:27])=[CH:22][CH:21]=1. The catalyst class is: 4. (3) Product: [CH3:25][C:22]1[S:23][CH:24]=[C:20]([C:18]([NH:17][C:4]2[CH:3]=[C:2]([C:37]3[CH:38]=[CH:39][N:34]=[CH:35][CH:36]=3)[CH:10]=[C:9]3[C:5]=2[CH:6]=[N:7][NH:8]3)=[O:19])[N:21]=1. The catalyst class is: 24. Reactant: Br[C:2]1[CH:3]=[C:4]([NH:17][C:18]([C:20]2[N:21]=[C:22]([CH3:25])[S:23][CH:24]=2)=[O:19])[C:5]2[C:9]([CH:10]=1)=[N:8][N:7](C1CCCCO1)[CH:6]=2.P([O-])([O-])([O-])=O.[K+].[K+].[K+].[N:34]1[CH:39]=[CH:38][C:37](B(O)O)=[CH:36][CH:35]=1.O1CCOCC1. (4) Reactant: [I:1][C:2]1[CH:7]=[N:6][NH:5][C:4](=[O:8])[CH:3]=1.C1(C)C=CC(S([O-])(=O)=O)=CC=1.[NH+]1C=CC=CC=1.[O:26]1[CH:31]=[CH:30][CH2:29][CH2:28][CH2:27]1. Product: [I:1][C:2]1[CH:7]=[N:6][N:5]([CH:27]2[CH2:28][CH2:29][CH2:30][CH2:31][O:26]2)[C:4](=[O:8])[CH:3]=1. The catalyst class is: 7. (5) Reactant: [CH2:1]([O:8][C:9]1[CH:14]=[CH:13][C:12]([C:15]2[NH:24][C:18]3=[N:19][C:20]([Cl:23])=[CH:21][CH:22]=[C:17]3[N:16]=2)=[CH:11][CH:10]=1)[C:2]1[CH:7]=[CH:6][CH:5]=[CH:4][CH:3]=1.[C:25](O[C:25]([O:27][C:28]([CH3:31])([CH3:30])[CH3:29])=[O:26])([O:27][C:28]([CH3:31])([CH3:30])[CH3:29])=[O:26].CCN(CC)CC. Product: [CH2:1]([O:8][C:9]1[CH:14]=[CH:13][C:12]([C:15]2[N:24]([C:25]([O:27][C:28]([CH3:31])([CH3:30])[CH3:29])=[O:26])[C:18]3=[N:19][C:20]([Cl:23])=[CH:21][CH:22]=[C:17]3[N:16]=2)=[CH:11][CH:10]=1)[C:2]1[CH:3]=[CH:4][CH:5]=[CH:6][CH:7]=1. The catalyst class is: 230. (6) Reactant: [Br:1][C:2]1[C:7]2[C:8]([C:14]3[CH:15]=[C:16]([CH:19]=[CH:20][CH:21]=3)[C:17]#[N:18])=[N:9][CH2:10][C:11](=[O:13])[NH:12][C:6]=2[CH:5]=[C:4]([O:22][CH3:23])[C:3]=1O.[C:25]([O-:28])([O-])=O.[K+].[K+].I[CH3:32]. Product: [Br:1][C:2]1[C:7]2[C:8]([C:14]3[CH:15]=[C:16]([CH:19]=[CH:20][CH:21]=3)[C:17]#[N:18])=[N:9][CH2:10][C:11](=[O:13])[N:12]([CH3:32])[C:6]=2[CH:5]=[C:4]([O:22][CH3:23])[C:3]=1[O:28][CH3:25]. The catalyst class is: 3. (7) Reactant: [CH2:1]([O:8][C:9]([N:11]1[CH2:23][CH2:22][C:21]2[C:20]3[C:15](=[CH:16][CH:17]=[CH:18][CH:19]=3)[NH:14][C:13]=2[CH2:12]1)=[O:10])[C:2]1[CH:7]=[CH:6][CH:5]=[CH:4][CH:3]=1.[H-].[Na+].[CH3:26]I.O. Product: [CH2:1]([O:8][C:9]([N:11]1[CH2:23][CH2:22][C:21]2[C:20]3[C:15](=[CH:16][CH:17]=[CH:18][CH:19]=3)[N:14]([CH3:26])[C:13]=2[CH2:12]1)=[O:10])[C:2]1[CH:3]=[CH:4][CH:5]=[CH:6][CH:7]=1. The catalyst class is: 3. (8) Reactant: [C:1]([CH:4]([CH2:9][CH2:10][CH2:11][C:12]1[CH:17]=[CH:16][CH:15]=[CH:14][CH:13]=1)[C:5]([O:7]C)=[O:6])(=[O:3])[CH3:2].[OH-].[Na+]. Product: [C:1]([CH:4]([CH2:9][CH2:10][CH2:11][C:12]1[CH:13]=[CH:14][CH:15]=[CH:16][CH:17]=1)[C:5]([OH:7])=[O:6])(=[O:3])[CH3:2]. The catalyst class is: 12. (9) Reactant: [O:1]=[C:2]1[N:6]([CH2:7][C:8]([O:10][CH2:11][C:12]2[CH:17]=[CH:16][CH:15]=[CH:14][CH:13]=2)=[O:9])[CH2:5][CH2:4][O:3]1.[CH:18]([N-]C(C)C)(C)C.[Li+].IC. Product: [O:1]=[C:2]1[N:6]([CH:7]([CH3:18])[C:8]([O:10][CH2:11][C:12]2[CH:17]=[CH:16][CH:15]=[CH:14][CH:13]=2)=[O:9])[CH2:5][CH2:4][O:3]1. The catalyst class is: 1.